Predict the reactants needed to synthesize the given product. From a dataset of Full USPTO retrosynthesis dataset with 1.9M reactions from patents (1976-2016). (1) Given the product [CH2:11]([O:10][C:8]([C:7]1[C:6]([OH:13])=[C:5]([CH3:14])[C:4](=[O:15])[N:25]([CH3:24])[C:22]=1[CH3:23])=[O:9])[CH3:12], predict the reactants needed to synthesize it. The reactants are: C(O[C:4](=[O:15])[CH:5]([CH3:14])[C:6](=[O:13])[CH2:7][C:8]([O:10][CH2:11][CH3:12])=[O:9])C.C(OC(O[CH2:22][CH3:23])=C)C.[CH3:24][NH2:25]. (2) Given the product [ClH:18].[CH2:19]([NH:26][C:14]1([C:27]#[N:28])[CH2:15][CH2:16][N:11]([C:9]([O:8][CH2:1][C:2]2[CH:7]=[CH:6][CH:5]=[CH:4][CH:3]=2)=[O:10])[CH2:12][CH2:13]1)[C:20]1[CH:25]=[CH:24][CH:23]=[CH:22][CH:21]=1, predict the reactants needed to synthesize it. The reactants are: [CH2:1]([O:8][C:9]([N:11]1[CH2:16][CH2:15][CH2:14][CH2:13][C:12]1=O)=[O:10])[C:2]1[CH:7]=[CH:6][CH:5]=[CH:4][CH:3]=1.[ClH:18].[CH2:19]([NH2:26])[C:20]1[CH:25]=[CH:24][CH:23]=[CH:22][CH:21]=1.[C-:27]#[N:28].[K+]. (3) Given the product [F:1][C:2]1[C:7]([F:8])=[CH:6][C:5]([N+:10]([O-:12])=[O:11])=[C:4]([F:9])[N:3]=1, predict the reactants needed to synthesize it. The reactants are: [F:1][C:2]1[C:7]([F:8])=[CH:6][CH:5]=[C:4]([F:9])[N:3]=1.[N+:10]([O-])([OH:12])=[O:11].S(=O)(=O)(O)O. (4) Given the product [C:14]1([C:1]2[CH:6]=[CH:5][CH:4]=[CH:3][CH:2]=2)[CH2:18][CH2:17][CH2:16][CH:15]=1, predict the reactants needed to synthesize it. The reactants are: [C:1]1([Mg]Br)[CH:6]=[CH:5][CH:4]=[CH:3][CH:2]=1.CCOCC.[C:14]1(=O)[CH2:18][CH2:17][CH2:16][CH2:15]1.C1(C([O-])=O)SC=CC=1.Cl. (5) Given the product [CH3:1][O:2][C:3]([C:5]1[S:6][C:7]([C:11]#[C:12][C:13]([CH3:16])([CH3:15])[CH3:14])=[CH:8][C:9]=1[NH:10][C@H:26]1[CH2:25][CH2:24][C@H:23]([O:22][CH:19]2[CH2:20][CH2:21][O:17][CH2:18]2)[CH2:28][CH2:27]1)=[O:4], predict the reactants needed to synthesize it. The reactants are: [CH3:1][O:2][C:3]([C:5]1[S:6][C:7]([C:11]#[C:12][C:13]([CH3:16])([CH3:15])[CH3:14])=[CH:8][C:9]=1[NH2:10])=[O:4].[O:17]1[CH2:21][CH2:20][C@H:19]([O:22][CH:23]2[CH2:28][CH2:27][C:26](=O)[CH2:25][CH2:24]2)[CH2:18]1.C(O)(C(F)(F)F)=O.C([SiH](CC)CC)C. (6) Given the product [Cl:1][C:2]1[CH:3]=[C:4]2[C:12](=[C:13]([N+:22]([O-:24])=[O:23])[CH:14]=1)[NH:11][C:10]1[CH:9]=[N:8][CH:7]=[C:6]([NH:15][C:16](=[O:21])[C:17]([F:20])([F:19])[F:18])[C:5]2=1, predict the reactants needed to synthesize it. The reactants are: [Cl:1][C:2]1[CH:3]=[C:4]2[C:12](=[CH:13][CH:14]=1)[NH:11][C:10]1[CH:9]=[N:8][CH:7]=[C:6]([NH:15][C:16](=[O:21])[C:17]([F:20])([F:19])[F:18])[C:5]2=1.[N:22]([O-:24])=[O:23].[Na+]. (7) Given the product [CH3:2][C:1]1[S:37][C:6]([NH:8][C:9]2[N:27]=[C:12]3[CH:13]=[CH:14][CH:15]=[C:16]([C:17]4[CH:22]=[CH:21][CH:20]=[C:19]([S:23]([CH3:26])(=[O:25])=[O:24])[CH:18]=4)[N:11]3[N:10]=2)=[CH:5][N:4]=1, predict the reactants needed to synthesize it. The reactants are: [C:1]([NH:4][CH2:5][C:6]([NH:8][C:9]1[N:27]=[C:12]2[CH:13]=[CH:14][CH:15]=[C:16]([C:17]3[CH:22]=[CH:21][CH:20]=[C:19]([S:23]([CH3:26])(=[O:25])=[O:24])[CH:18]=3)[N:11]2[N:10]=1)=O)(=O)[CH3:2].COC1C=CC(P2(SP(C3C=CC(OC)=CC=3)(=S)S2)=[S:37])=CC=1. (8) Given the product [F:6][C:7]1[CH:13]=[CH:12][C:10]([NH:11][C:2](=[O:3])[O:4][CH3:5])=[CH:9][C:8]=1[N+:14]([O-:16])=[O:15], predict the reactants needed to synthesize it. The reactants are: Cl[C:2]([O:4][CH3:5])=[O:3].[F:6][C:7]1[CH:13]=[CH:12][C:10]([NH2:11])=[CH:9][C:8]=1[N+:14]([O-:16])=[O:15].CCN(C(C)C)C(C)C.